Dataset: Peptide-MHC class II binding affinity with 134,281 pairs from IEDB. Task: Regression. Given a peptide amino acid sequence and an MHC pseudo amino acid sequence, predict their binding affinity value. This is MHC class II binding data. The peptide sequence is ERRAEQVMSVTEALR. The MHC is H-2-IAd with pseudo-sequence H-2-IAd. The binding affinity (normalized) is 0.460.